From a dataset of Full USPTO retrosynthesis dataset with 1.9M reactions from patents (1976-2016). Predict the reactants needed to synthesize the given product. (1) Given the product [F:1][C:2]1[CH:3]=[C:4]([C:5]2[N:14]([CH3:13])[C:15](=[S:16])[NH:8][N:7]=2)[CH:9]=[C:10]([F:12])[CH:11]=1, predict the reactants needed to synthesize it. The reactants are: [F:1][C:2]1[CH:3]=[C:4]([CH:9]=[C:10]([F:12])[CH:11]=1)[C:5]([NH:7][NH2:8])=O.[CH3:13][N:14]=[C:15]=[S:16].C([O-])(O)=O.[Na+].Cl. (2) Given the product [C:1]12([CH2:11][C:12]([NH:14][C:15]3[C:16]4[CH2:24][CH2:23][NH:22][CH2:21][C:17]=4[N:18]=[CH:19][N:20]=3)=[O:13])[CH2:8][CH:7]3[CH2:9][CH:3]([CH2:4][CH:5]([CH2:6]3)[CH2:10]1)[CH2:2]2, predict the reactants needed to synthesize it. The reactants are: [C:1]12([CH2:11][C:12]([NH:14][C:15]3[C:16]4[CH2:24][CH2:23][N:22](CC5C=CC=CC=5)[CH2:21][C:17]=4[N:18]=[CH:19][N:20]=3)=[O:13])[CH2:10][CH:5]3[CH2:6][CH:7]([CH2:9][CH:3]([CH2:4]3)[CH2:2]1)[CH2:8]2. (3) Given the product [Cl:1][C:2]1[C:3]([F:45])=[C:4]([C@H:8]2[C@H:9]3[N:10]([C@H:49]([CH2:48][CH:47]([CH3:51])[CH3:46])[N:30]([C:31]4[CH:39]=[CH:38][C:34]([C:35]([OH:37])=[O:36])=[CH:33][C:32]=4[O:40][CH3:41])[C:28]3=[O:29])[C@@H:11]([CH2:23][C:24]([CH3:26])([CH3:25])[CH3:27])[C@@:12]2([C:15]2[CH:20]=[CH:19][C:18]([Cl:21])=[CH:17][C:16]=2[F:22])[C:13]#[N:14])[CH:5]=[CH:6][CH:7]=1, predict the reactants needed to synthesize it. The reactants are: [Cl:1][C:2]1[C:3]([F:45])=[C:4]([C@@H:8]2[C@:12]([C:15]3[CH:20]=[CH:19][C:18]([Cl:21])=[CH:17][C:16]=3[F:22])([C:13]#[N:14])[C@H:11]([CH2:23][C:24]([CH3:27])([CH3:26])[CH3:25])[NH:10][C@H:9]2[C:28]([NH:30][C:31]2[CH:39]=[CH:38][C:34]([C:35]([OH:37])=[O:36])=[CH:33][C:32]=2[O:40][C:41](F)(F)F)=[O:29])[CH:5]=[CH:6][CH:7]=1.[CH3:46][CH:47]([CH3:51])[CH2:48][CH:49]=O. (4) Given the product [CH3:31][O:30][C:28](=[O:29])[CH2:27][CH2:26][CH2:25][N:20]1[CH2:21][CH2:22][CH2:23][C@H:19]1[CH2:18][O:17][C:14]1[CH:13]=[CH:12][C:11]([N:3]2[C:2]([Cl:1])=[C:10]3[C:5]([CH:6]=[CH:7][CH:8]=[CH:9]3)=[N:4]2)=[CH:16][CH:15]=1, predict the reactants needed to synthesize it. The reactants are: [Cl:1][C:2]1[N:3]([C:11]2[CH:16]=[CH:15][C:14]([O:17][CH2:18][C@@H:19]3[CH2:23][CH2:22][CH2:21][NH:20]3)=[CH:13][CH:12]=2)[N:4]=[C:5]2[C:10]=1[CH:9]=[CH:8][CH:7]=[CH:6]2.Br[CH2:25][CH2:26][CH2:27][C:28]([O:30][CH3:31])=[O:29]. (5) Given the product [CH3:12][C@@H:13]1[NH:14][CH2:15][CH2:16][N:17]([C:2]2[CH:7]=[CH:6][C:5]([C:8]([F:11])([F:10])[F:9])=[CH:4][N:3]=2)[CH2:18]1, predict the reactants needed to synthesize it. The reactants are: Br[C:2]1[CH:7]=[CH:6][C:5]([C:8]([F:11])([F:10])[F:9])=[CH:4][N:3]=1.[CH3:12][C@H:13]1[CH2:18][NH:17][CH2:16][CH2:15][NH:14]1.C(N(CC)CC)C. (6) Given the product [Cl:5][C:6]1[CH:11]=[CH:10][C:9]([C:12]2[CH:13]=[C:14]([C:17]([OH:19])=[O:18])[NH:15][CH:16]=2)=[CH:8][CH:7]=1, predict the reactants needed to synthesize it. The reactants are: CCO.O.[Cl:5][C:6]1[CH:11]=[CH:10][C:9]([C:12]2[CH:13]=[C:14]([C:17]([O:19]C)=[O:18])[NH:15][CH:16]=2)=[CH:8][CH:7]=1.[OH-].[Na+].